From a dataset of Full USPTO retrosynthesis dataset with 1.9M reactions from patents (1976-2016). Predict the reactants needed to synthesize the given product. (1) Given the product [F:1][C:2]1[CH:3]=[CH:4][C:5]([C:8]2[N:12]=[C:11]([C:13]3[CH:18]=[C:17]([C:19]4[N:20]=[CH:21][NH:22][CH:23]=4)[CH:16]=[C:15]([F:43])[CH:14]=3)[O:10][N:9]=2)=[N:6][CH:7]=1, predict the reactants needed to synthesize it. The reactants are: [F:1][C:2]1[CH:3]=[CH:4][C:5]([C:8]2[N:12]=[C:11]([C:13]3[CH:18]=[C:17]([C:19]4[N:20]=[CH:21][N:22](C(C5C=CC=CC=5)(C5C=CC=CC=5)C5C=CC=CC=5)[CH:23]=4)[CH:16]=[C:15]([F:43])[CH:14]=3)[O:10][N:9]=2)=[N:6][CH:7]=1.Cl. (2) Given the product [Cl:11][C:12]1[CH:17]=[CH:16][C:15]([S:18]([C:2]2[C:7]([CH:8]=[O:9])=[CH:6][CH:5]=[CH:4][N:3]=2)(=[O:20])=[O:19])=[CH:14][CH:13]=1, predict the reactants needed to synthesize it. The reactants are: Cl[C:2]1[C:7]([CH:8]=[O:9])=[CH:6][CH:5]=[CH:4][N:3]=1.[Na+].[Cl:11][C:12]1[CH:17]=[CH:16][C:15]([S:18]([O-:20])=[O:19])=[CH:14][CH:13]=1. (3) Given the product [S:1]1[CH:5]=[CH:4][CH:3]=[C:2]1[C:6]1[CH:11]=[CH:10][N:9]=[C:8]2[N:12]([C@@H:15]3[O:23][C@H:22]([CH2:24][OH:25])[C@@H:17]([O:18][C:19](=[O:21])[CH3:20])[C@H:16]3[O:29][C:26](=[O:28])[CH3:27])[CH:13]=[N:14][C:7]=12, predict the reactants needed to synthesize it. The reactants are: [S:1]1[CH:5]=[CH:4][CH:3]=[C:2]1[C:6]1[CH:11]=[CH:10][N:9]=[C:8]2[N:12]([C@@H:15]3[O:23][C@H:22]([CH2:24][OH:25])[C@@H:17]([O:18][C:19](=[O:21])[CH3:20])[CH2:16]3)[CH:13]=[N:14][C:7]=12.[C:26]([O:29]C(=O)C)(=[O:28])[CH3:27]. (4) Given the product [CH3:1][CH2:2][C:3]([C:6]([O:8][C@@H:9]1[C@@H:14]2[C@@H:15]([CH2:20][CH2:21][C@H:22]3[O:28][C:26](=[O:27])[CH2:25][C@H:24]([OH:29])[CH2:23]3)[C@@H:16]([CH3:19])[CH:17]=[CH:18][C:13]2=[CH:12][C@H:11]([CH3:30])[CH2:10]1)=[O:7])([CH3:5])[CH3:4].[Ca:32], predict the reactants needed to synthesize it. The reactants are: [CH3:1][CH2:2][C:3]([C:6]([O:8][C@@H:9]1[C@@H:14]2[C@@H:15]([CH2:20][CH2:21][C@H:22]3[O:28][C:26](=[O:27])[CH2:25][C@H:24]([OH:29])[CH2:23]3)[C@@H:16]([CH3:19])[CH:17]=[CH:18][C:13]2=[CH:12][C@H:11]([CH3:30])[CH2:10]1)=[O:7])([CH3:5])[CH3:4].[OH-].[Ca+2:32].[OH-]. (5) The reactants are: [F:1][C:2]1[CH:21]=[CH:20][C:5]2[CH2:6][C:7]3[CH:19]=[CH:18][CH:17]=[CH:16][C:8]=3[C@H:9]3[CH2:14][C@@H:13]([OH:15])[CH2:12][O:11][C@H:10]3[C:4]=2[CH:3]=1.C1C=C[NH+]=CC=1.[O-][Cr](Cl)(=O)=O. Given the product [F:1][C:2]1[CH:21]=[CH:20][C:5]2[CH2:6][C:7]3[CH:19]=[CH:18][CH:17]=[CH:16][C:8]=3[C@H:9]3[CH2:14][C:13](=[O:15])[CH2:12][O:11][C@H:10]3[C:4]=2[CH:3]=1, predict the reactants needed to synthesize it. (6) The reactants are: [CH3:1][C:2]1([CH3:14])[CH2:8][C:7](=O)[NH:6][C:5]2[CH:10]=[CH:11][CH:12]=[CH:13][C:4]=2[NH:3]1.COC1C=CC(P2(SP(C3C=CC(OC)=CC=3)(=S)S2)=[S:24])=CC=1. Given the product [CH3:1][C:2]1([CH3:14])[CH2:8][C:7](=[S:24])[NH:6][C:5]2[CH:10]=[CH:11][CH:12]=[CH:13][C:4]=2[NH:3]1, predict the reactants needed to synthesize it.